Dataset: Full USPTO retrosynthesis dataset with 1.9M reactions from patents (1976-2016). Task: Predict the reactants needed to synthesize the given product. (1) Given the product [C:70]([C:67]1[N:66]=[CH:65][C:64]([NH:63][C:30]([CH:20]2[NH:19][CH:18]([CH2:33][C:34]([CH3:36])([CH3:35])[CH3:37])[C:17]3([C:12]4[C:13](=[CH:14][C:9]([Cl:8])=[CH:10][CH:11]=4)[NH:15][C:16]3=[O:38])[CH:21]2[C:22]2[CH:27]=[CH:26][CH:25]=[C:24]([Cl:28])[C:23]=2[F:29])=[O:32])=[CH:69][CH:68]=1)#[N:71], predict the reactants needed to synthesize it. The reactants are: FC(F)(F)C(O)=O.[Cl:8][C:9]1[CH:14]=[C:13]2[NH:15][C:16](=[O:38])[C:17]3([CH:21]([C:22]4[CH:27]=[CH:26][CH:25]=[C:24]([Cl:28])[C:23]=4[F:29])[CH:20]([C:30]([OH:32])=O)[NH:19][CH:18]3[CH2:33][C:34]([CH3:37])([CH3:36])[CH3:35])[C:12]2=[CH:11][CH:10]=1.C(N(C(C)C)CC)(C)C.C1(P(Cl)(C2C=CC=CC=2)=O)C=CC=CC=1.[NH2:63][C:64]1[CH:65]=[N:66][C:67]([C:70]#[N:71])=[CH:68][CH:69]=1. (2) Given the product [NH2:29][C:15]1[N:16]=[C:17]([C:19]2[CH:28]=[C:27]3[C:22]([CH2:23][CH2:24][N:25]([C:1]([NH:30][C@@H:31]4[C:39]5[C:34](=[CH:35][CH:36]=[CH:37][CH:38]=5)[CH2:33][C@@H:32]4[OH:40])=[O:2])[CH2:26]3)=[CH:21][CH:20]=2)[CH:18]=[C:13]([N:10]2[CH2:9][CH2:8][N:7]([CH3:6])[CH2:12][CH2:11]2)[N:14]=1, predict the reactants needed to synthesize it. The reactants are: [C:1](Cl)(Cl)=[O:2].Cl.[CH3:6][N:7]1[CH2:12][CH2:11][N:10]([C:13]2[CH:18]=[C:17]([C:19]3[CH:28]=[C:27]4[C:22]([CH2:23][CH2:24][NH:25][CH2:26]4)=[CH:21][CH:20]=3)[N:16]=[C:15]([NH2:29])[N:14]=2)[CH2:9][CH2:8]1.[NH2:30][C@@H:31]1[C:39]2[C:34](=[CH:35][CH:36]=[CH:37][CH:38]=2)[CH2:33][C@@H:32]1[OH:40]. (3) Given the product [F:1][C:2]1[CH:7]=[C:6]([F:8])[CH:5]=[CH:4][C:3]=1[C:9]1[N:10]=[C:11]2[N:15]([C:16]=1[C:17]1[CH:18]=[CH:19][C:20]3[N:21]([C:23]([C:26](=[O:27])[CH3:31])=[N:24][N:25]=3)[N:22]=1)[CH:14]=[CH:13][O:12]2, predict the reactants needed to synthesize it. The reactants are: [F:1][C:2]1[CH:7]=[C:6]([F:8])[CH:5]=[CH:4][C:3]=1[C:9]1[N:10]=[C:11]2[N:15]([C:16]=1[C:17]1[CH:18]=[CH:19][C:20]3[N:21]([C:23]([C:26](OCC)=[O:27])=[N:24][N:25]=3)[N:22]=1)[CH:14]=[CH:13][O:12]2.[CH3:31][Mg]Cl.[Cl-].[NH4+].C(Cl)Cl. (4) Given the product [CH3:45][O:44][C:41]1[CH:42]=[C:43]2[C:38](=[CH:39][CH:40]=1)[N:37]([S:20]([C:18]1[S:19][C:15]([C:9]3[CH:5]=[CH:4][C:3]([O:2][CH3:1])=[CH:11][CH:10]=3)=[CH:16][CH:17]=1)(=[O:22])=[O:21])[CH:36]=[C:35]2[CH2:34][CH2:33][C:32]([OH:31])=[O:53], predict the reactants needed to synthesize it. The reactants are: [CH3:1][O:2][C:3]1[CH:4]=[C:5]2[C:9](=[CH:10][CH:11]=1)NC=C2C=O.Br[C:15]1[S:19][C:18]([S:20](Cl)(=[O:22])=[O:21])=[CH:17][CH:16]=1.S(Cl)(Cl)(=O)=O.C([O:31][C:32](=[O:53])[CH2:33][CH2:34][C:35]1[C:43]2[C:38](=[CH:39][CH:40]=[C:41]([O:44][CH3:45])[CH:42]=2)[N:37](CC2SC(Br)=CC=2)[CH:36]=1)C. (5) Given the product [C:25]([O:24][C:22]([N:12]1[CH2:13][CH2:14][N:9]([C:6]2[CH:5]=[CH:4][C:3]([C:1]#[N:2])=[CH:8][CH:7]=2)[CH2:10][CH2:11]1)=[O:23])([CH3:28])([CH3:27])[CH3:26], predict the reactants needed to synthesize it. The reactants are: [C:1]([C:3]1[CH:8]=[CH:7][C:6]([N:9]2[CH2:14][CH2:13][NH:12][CH2:11][CH2:10]2)=[CH:5][CH:4]=1)#[N:2].C(N(CC)CC)C.[C:22](O[C:22]([O:24][C:25]([CH3:28])([CH3:27])[CH3:26])=[O:23])([O:24][C:25]([CH3:28])([CH3:27])[CH3:26])=[O:23]. (6) Given the product [CH2:23]([C:25]1[S:29][CH:28]=[C:27]([C:30]([N:32]2[CH2:37][C:36]3([CH2:42][CH2:41][N:40]([CH2:43][C:44]4[CH:45]=[C:46]([CH2:50][CH:51]=[O:52])[CH:47]=[CH:48][CH:49]=4)[CH2:39][CH2:38]3)[O:35][CH2:34][CH2:33]2)=[O:31])[CH:26]=1)[CH3:24], predict the reactants needed to synthesize it. The reactants are: CC(OI1(OC(C)=O)(OC(C)=O)OC(=O)C2C=CC=CC1=2)=O.[CH2:23]([C:25]1[S:29][CH:28]=[C:27]([C:30]([N:32]2[CH2:37][C:36]3([CH2:42][CH2:41][N:40]([CH2:43][C:44]4[CH:49]=[CH:48][CH:47]=[C:46]([CH2:50][CH2:51][OH:52])[CH:45]=4)[CH2:39][CH2:38]3)[O:35][CH2:34][CH2:33]2)=[O:31])[CH:26]=1)[CH3:24].FC(F)(F)C(O)=O.S([O-])([O-])(=O)=S.[Na+].[Na+].C(=O)(O)[O-].[Na+]. (7) Given the product [CH:14]([O:13][C:5]1[CH:4]=[CH:3][C:2]([NH:1][C:52]([NH:47][C:48]2[CH:50]=[CH:51][C:57]3[N:56]=[CH:55][NH:54][C:58]=3[CH:59]=2)=[O:53])=[CH:7][C:6]=1[CH2:8][CH:9]([CH3:10])[CH3:11])([C:15]1[CH:20]=[CH:19][CH:18]=[CH:17][CH:16]=1)[C:21]1[CH:26]=[CH:25][CH:24]=[CH:23][CH:22]=1, predict the reactants needed to synthesize it. The reactants are: [NH2:1][C:2]1[CH:3]=[CH:4][C:5]([O:13][CH:14]([C:21]2[CH:26]=[CH:25][CH:24]=[CH:23][CH:22]=2)[C:15]2[CH:20]=[CH:19][CH:18]=[CH:17][CH:16]=2)=[C:6]([C:8](=O)[CH:9]([CH3:11])[CH3:10])[CH:7]=1.C(N(C(C)C)CC)(C)C.[CH2:50]1[C:48](=O)[N:47](OC(O[N:47]2[C:52](=[O:53])[CH2:51][CH2:50][C:48]2=O)=O)[C:52](=[O:53])[CH2:51]1.[NH:54]1[C:58]2[CH:59]=CC(N)=C[C:57]=2[N:56]=[CH:55]1.